Task: Regression. Given two drug SMILES strings and cell line genomic features, predict the synergy score measuring deviation from expected non-interaction effect.. Dataset: Merck oncology drug combination screen with 23,052 pairs across 39 cell lines (1) Drug 1: CCC1(O)CC2CN(CCc3c([nH]c4ccccc34)C(C(=O)OC)(c3cc4c(cc3OC)N(C)C3C(O)(C(=O)OC)C(OC(C)=O)C5(CC)C=CCN6CCC43C65)C2)C1. Drug 2: NC1(c2ccc(-c3nc4ccn5c(=O)[nH]nc5c4cc3-c3ccccc3)cc2)CCC1. Cell line: RPMI7951. Synergy scores: synergy=2.45. (2) Synergy scores: synergy=-2.88. Drug 1: CCC1(O)CC2CN(CCc3c([nH]c4ccccc34)C(C(=O)OC)(c3cc4c(cc3OC)N(C)C3C(O)(C(=O)OC)C(OC(C)=O)C5(CC)C=CCN6CCC43C65)C2)C1. Cell line: LOVO. Drug 2: NC(=O)c1cccc2cn(-c3ccc(C4CCCNC4)cc3)nc12.